This data is from Full USPTO retrosynthesis dataset with 1.9M reactions from patents (1976-2016). The task is: Predict the reactants needed to synthesize the given product. Given the product [F:29][C:30]1[C:35]([F:36])=[CH:34][CH:33]=[CH:32][C:31]=1[C:2]1[CH:3]=[C:4]2[C:8](=[CH:9][CH:10]=1)[N:7]([C:11]1[C:20]3[C:15](=[CH:16][CH:17]=[C:18]([O:21][CH3:22])[CH:19]=3)[N:14]=[C:13]([C:23]3[CH:24]=[N:25][CH:26]=[CH:27][CH:28]=3)[N:12]=1)[CH2:6][CH2:5]2, predict the reactants needed to synthesize it. The reactants are: Br[C:2]1[CH:3]=[C:4]2[C:8](=[CH:9][CH:10]=1)[N:7]([C:11]1[C:20]3[C:15](=[CH:16][CH:17]=[C:18]([O:21][CH3:22])[CH:19]=3)[N:14]=[C:13]([C:23]3[CH:24]=[N:25][CH:26]=[CH:27][CH:28]=3)[N:12]=1)[CH2:6][CH2:5]2.[F:29][C:30]1[C:35]([F:36])=[CH:34][CH:33]=[CH:32][C:31]=1B(O)O.[O-]P([O-])([O-])=O.[K+].[K+].[K+].